From a dataset of Reaction yield outcomes from USPTO patents with 853,638 reactions. Predict the reaction yield, written as a fraction of the theoretical maximum amount of product (1.0 means a 100% yield; for example, 0.34 means a 34% yield). (1) The reactants are ClC(Cl)(Cl)[C:3]([C:5]1[N:6]([CH3:12])[C:7]([Br:11])=[C:8]([Br:10])[CH:9]=1)=[O:4].[C:15](=O)([O-])[O-:16].[K+].[K+]. The catalyst is CO. The product is [CH3:15][O:16][C:3]([C:5]1[N:6]([CH3:12])[C:7]([Br:11])=[C:8]([Br:10])[CH:9]=1)=[O:4]. The yield is 0.920. (2) The reactants are [O:1]=[C:2]([NH:7][C:8]1[CH:13]=[CH:12][C:11]([O:14][C:15]([F:18])([F:17])[F:16])=[CH:10][CH:9]=1)[CH2:3][C:4]([OH:6])=O.C1C=CC(P(C2C=CC=CC=2)C2C=CC=CC=2)=CC=1.ClC(Cl)(Cl)C#N.[NH2:44][C:45]([C:57]1[CH:62]=[CH:61][C:60]([O:63][CH2:64][CH2:65][CH2:66][C:67]([F:70])([F:69])[F:68])=[CH:59][CH:58]=1)([CH3:56])[CH2:46][C:47]([C:49]1[CH:54]=[CH:53][C:52]([CH3:55])=[CH:51][CH:50]=1)=[O:48].N1C=CC=CC=1. The catalyst is C(Cl)Cl. The product is [O:48]=[C:47]([C:49]1[CH:54]=[CH:53][C:52]([CH3:55])=[CH:51][CH:50]=1)[CH2:46][C:45]([NH:44][C:4](=[O:6])[CH2:3][C:2]([NH:7][C:8]1[CH:13]=[CH:12][C:11]([O:14][C:15]([F:18])([F:17])[F:16])=[CH:10][CH:9]=1)=[O:1])([C:57]1[CH:58]=[CH:59][C:60]([O:63][CH2:64][CH2:65][CH2:66][C:67]([F:68])([F:69])[F:70])=[CH:61][CH:62]=1)[CH3:56]. The yield is 0.330. (3) The reactants are [Cl:1][C:2]1[C:10]2[N:9]=[C:8]3[N:11]([C:14]4[C:19]([CH3:20])=[CH:18][C:17]([Cl:21])=[CH:16][C:15]=4[Cl:22])[CH2:12][CH2:13][N:7]3[C:6]=2[C:5]([CH:23]([OH:26])[CH2:24][CH3:25])=[CH:4][CH:3]=1.N1C=CC=CC=1.[C:33](OC(=O)C)(=[O:35])[CH3:34]. The catalyst is O1CCCC1. The product is [C:33]([O:26][CH:23]([C:5]1[C:6]2[N:7]3[CH2:13][CH2:12][N:11]([C:14]4[C:19]([CH3:20])=[CH:18][C:17]([Cl:21])=[CH:16][C:15]=4[Cl:22])[C:8]3=[N:9][C:10]=2[C:2]([Cl:1])=[CH:3][CH:4]=1)[CH2:24][CH3:25])(=[O:35])[CH3:34]. The yield is 0.600. (4) The reactants are C1(S(O[CH2:11][CH2:12][C:13]2[C:22]3[C:17](=[CH:18][CH:19]=[C:20]([O:23][CH3:24])[CH:21]=3)[CH:16]=[CH:15][CH:14]=2)(=O)=O)C=CC=CC=1.[C:25]1(=[O:35])[NH:29][C:28](=[O:30])[C:27]2=[CH:31][CH:32]=[CH:33][CH:34]=[C:26]12.[K].C(#N)C. The catalyst is O. The product is [CH3:24][O:23][C:20]1[CH:21]=[C:22]2[C:17]([CH:16]=[CH:15][CH:14]=[C:13]2[CH2:12][CH2:11][N:29]2[C:28](=[O:30])[C:27]3=[CH:31][CH:32]=[CH:33][CH:34]=[C:26]3[C:25]2=[O:35])=[CH:18][CH:19]=1. The yield is 0.900. (5) No catalyst specified. The product is [O:11]1[C:10]2[CH:9]=[CH:8][C:5]([CH:6]([C:14]3[CH:23]=[CH:22][C:17]([O:18][CH3:19])=[C:16]([O:21][CH3:20])[CH:15]=3)[OH:7])=[CH:4][C:3]=2[O:2][CH2:1][CH2:12]1. The yield is 0.890. The reactants are [CH3:1][O:2][C:3]1[CH:4]=[C:5]([CH:8]=[CH:9][C:10]=1[O:11][CH3:12])[CH:6]=[O:7].Br[C:14]1[CH:23]=[CH:22][C:17]2[O:18][CH2:19][CH2:20][O:21][C:16]=2[CH:15]=1.C([Li])CCC.O1C2C=CC(C(C3C=C(OC)C=C(OC)C=3)O)=CC=2OCC1. (6) The reactants are C(OC([NH:8][C@H:9]([C:11]([NH:13][CH:14]1[N:20]=[C:19]([C:21]2[CH:26]=[CH:25][CH:24]=[CH:23][CH:22]=2)[C:18]2[CH:27]=[CH:28][CH:29]=[CH:30][C:17]=2[N:16]([CH2:31][CH2:32][CH2:33][C:34]([F:37])([F:36])[F:35])[C:15]1=[O:38])=[O:12])[CH3:10])=O)(C)(C)C.C(O)(C(F)(F)F)=O.C(Cl)Cl. No catalyst specified. The product is [NH2:8][C@H:9]([C:11]([NH:13][CH:14]1[N:20]=[C:19]([C:21]2[CH:26]=[CH:25][CH:24]=[CH:23][CH:22]=2)[C:18]2[CH:27]=[CH:28][CH:29]=[CH:30][C:17]=2[N:16]([CH2:31][CH2:32][CH2:33][C:34]([F:37])([F:35])[F:36])[C:15]1=[O:38])=[O:12])[CH3:10]. The yield is 0.680. (7) The reactants are [Cl:1][C:2]1[CH:16]=[CH:15][CH:14]=[CH:13][C:3]=1[C:4]([C:6]1[CH:11]=[CH:10][C:9]([Cl:12])=[CH:8][CH:7]=1)=[O:5].[BH4-].[Na+]. The catalyst is CO. The product is [Cl:1][C:2]1[CH:16]=[CH:15][CH:14]=[CH:13][C:3]=1[CH:4]([OH:5])[C:6]1[CH:7]=[CH:8][C:9]([Cl:12])=[CH:10][CH:11]=1. The yield is 0.780. (8) The reactants are C[O:2][C:3]([C:5]1[S:6][C:7]([C:30]2[CH2:35][CH2:34][CH2:33][CH2:32][CH:31]=2)=[CH:8][C:9]=1[N:10]([C@H:20]1[CH2:25][CH2:24][C@H:23]([O:26][CH2:27][O:28][CH3:29])[CH2:22][CH2:21]1)[C:11]([C@H:13]1[CH2:18][CH2:17][C@H:16]([CH3:19])[CH2:15][CH2:14]1)=[O:12])=[O:4].[Li+].[OH-].O. The catalyst is C1COCC1.O.CO. The product is [C:30]1([C:7]2[S:6][C:5]([C:3]([OH:4])=[O:2])=[C:9]([N:10]([C@H:20]3[CH2:21][CH2:22][C@H:23]([O:26][CH2:27][O:28][CH3:29])[CH2:24][CH2:25]3)[C:11]([C@H:13]3[CH2:18][CH2:17][C@H:16]([CH3:19])[CH2:15][CH2:14]3)=[O:12])[CH:8]=2)[CH2:35][CH2:34][CH2:33][CH2:32][CH:31]=1. The yield is 0.500. (9) The reactants are [CH3:1][O:2][CH2:3][O:4][C:5]1[CH:6]=[CH:7][C:8]2[C@@H:9]3[C@@H:17]([C@H:18]([CH2:22][CH2:23][CH2:24][CH2:25][O:26][CH2:27][CH2:28][O:29][CH2:30][CH2:31][O:32][CH2:33][CH2:34][O:35][CH2:36][CH2:37][O:38]CC4C=CC=CC=4)[CH2:19][C:20]=2[CH:21]=1)[C@H:16]1[C@@:12]([CH3:50])([C@@H:13]([O:46][CH2:47][O:48][CH3:49])[CH2:14][CH2:15]1)[CH2:11][CH2:10]3. The catalyst is [Pd].C(O)C. The product is [CH3:1][O:2][CH2:3][O:4][C:5]1[CH:6]=[CH:7][C:8]2[C@@H:9]3[C@@H:17]([C@H:18]([CH2:22][CH2:23][CH2:24][CH2:25][O:26][CH2:27][CH2:28][O:29][CH2:30][CH2:31][O:32][CH2:33][CH2:34][O:35][CH2:36][CH2:37][OH:38])[CH2:19][C:20]=2[CH:21]=1)[C@H:16]1[C@@:12]([CH3:50])([C@@H:13]([O:46][CH2:47][O:48][CH3:49])[CH2:14][CH2:15]1)[CH2:11][CH2:10]3. The yield is 0.930. (10) The reactants are C([O-])([O-])=O.[Na+].[Na+].Br[C:8]1[CH:9]=[C:10]([C:14]([CH3:21])([O:16][Si:17]([CH3:20])([CH3:19])[CH3:18])[CH3:15])[CH:11]=[CH:12][CH:13]=1.[CH2:22]([C:24]([C:43]1[CH:56]=[CH:55][C:46]([O:47][CH2:48][C@@H:49]2[O:53][C:52](=[O:54])[CH2:51][CH2:50]2)=[C:45]([CH3:57])[CH:44]=1)([C:27]1[CH:32]=[CH:31][C:30](B2OC(C)(C)C(C)(C)O2)=[C:29]([CH3:42])[CH:28]=1)[CH2:25][CH3:26])[CH3:23].C(OCC)(=O)C. The catalyst is CN(C)C=O. The product is [CH2:22]([C:24]([C:43]1[CH:56]=[CH:55][C:46]([O:47][CH2:48][C@@H:49]2[O:53][C:52](=[O:54])[CH2:51][CH2:50]2)=[C:45]([CH3:57])[CH:44]=1)([C:27]1[CH:32]=[CH:31][C:30]([C:8]2[CH:13]=[CH:12][CH:11]=[C:10]([C:14]([CH3:21])([O:16][Si:17]([CH3:20])([CH3:19])[CH3:18])[CH3:15])[CH:9]=2)=[C:29]([CH3:42])[CH:28]=1)[CH2:25][CH3:26])[CH3:23]. The yield is 0.492.